This data is from Full USPTO retrosynthesis dataset with 1.9M reactions from patents (1976-2016). The task is: Predict the reactants needed to synthesize the given product. The reactants are: [Cl:1][C:2]1[CH:3]=[C:4]([C:10]2([C:28]([F:31])([F:30])[F:29])[O:14][N:13]=[C:12]([C:15]3[CH:20]=[CH:19][C:18]([N:21]4[CH2:24][CH:23]([C:25](O)=[O:26])[CH2:22]4)=[CH:17][CH:16]=3)[CH2:11]2)[CH:5]=[C:6]([Cl:9])[C:7]=1[Cl:8].CCN(C(C)C)C(C)C.C1C=CC2N(O)N=NC=2C=1.CCN=C=NCCCN(C)C.Cl.Cl.Cl.[F:65][C:66]([F:70])([F:69])[CH2:67][NH2:68]. Given the product [F:65][C:66]([F:70])([F:69])[CH2:67][NH:68][C:25]([CH:23]1[CH2:22][N:21]([C:18]2[CH:19]=[CH:20][C:15]([C:12]3[CH2:11][C:10]([C:4]4[CH:3]=[C:2]([Cl:1])[C:7]([Cl:8])=[C:6]([Cl:9])[CH:5]=4)([C:28]([F:29])([F:30])[F:31])[O:14][N:13]=3)=[CH:16][CH:17]=2)[CH2:24]1)=[O:26], predict the reactants needed to synthesize it.